Predict the product of the given reaction. From a dataset of Forward reaction prediction with 1.9M reactions from USPTO patents (1976-2016). Given the reactants Br[C:2]1[CH:3]=[C:4]2[C:10]([CH:11]([CH3:13])[CH3:12])=[CH:9][NH:8][C:5]2=[N:6][CH:7]=1.[CH3:14][C:15]1([CH3:31])[C:19]([CH3:21])([CH3:20])[O:18][B:17]([B:17]2[O:18][C:19]([CH3:21])([CH3:20])[C:15]([CH3:31])([CH3:14])[O:16]2)[O:16]1.C([O-])(=O)C.[K+], predict the reaction product. The product is: [CH:11]([C:10]1[C:4]2[C:5](=[N:6][CH:7]=[C:2]([B:17]3[O:18][C:19]([CH3:21])([CH3:20])[C:15]([CH3:31])([CH3:14])[O:16]3)[CH:3]=2)[NH:8][CH:9]=1)([CH3:13])[CH3:12].